Dataset: Reaction yield outcomes from USPTO patents with 853,638 reactions. Task: Predict the reaction yield, written as a fraction of the theoretical maximum amount of product (1.0 means a 100% yield; for example, 0.34 means a 34% yield). The reactants are [CH:1]1([CH2:6][CH:7]([C:11]2[CH:16]=[CH:15][C:14]([Cl:17])=[C:13]([Cl:18])[CH:12]=2)[C:8]([OH:10])=O)[CH2:5][CH2:4][CH2:3][CH2:2]1.C(Cl)(=O)C(Cl)=O.[NH2:25][C:26]1[CH:30]=[C:29]([CH3:31])[O:28][N:27]=1.C(N(CC)CC)C. The catalyst is CN(C)C=O.C(Cl)Cl. The product is [CH:1]1([CH2:6][CH:7]([C:11]2[CH:16]=[CH:15][C:14]([Cl:17])=[C:13]([Cl:18])[CH:12]=2)[C:8]([NH:25][C:26]2[CH:30]=[C:29]([CH3:31])[O:28][N:27]=2)=[O:10])[CH2:2][CH2:3][CH2:4][CH2:5]1. The yield is 0.870.